The task is: Predict the product of the given reaction.. This data is from Forward reaction prediction with 1.9M reactions from USPTO patents (1976-2016). Given the reactants [CH:1]1([C:5]2[C:14]([C:15]3[NH:19][C:18]([CH3:20])=[N:17][N:16]=3)=[CH:13][C:8]([C:9]([O:11]C)=[O:10])=[C:7]([CH3:21])[CH:6]=2)[CH2:4][CH2:3][CH2:2]1.[OH-].[Na+].Cl, predict the reaction product. The product is: [CH:1]1([C:5]2[C:14]([C:15]3[NH:19][C:18]([CH3:20])=[N:17][N:16]=3)=[CH:13][C:8]([C:9]([OH:11])=[O:10])=[C:7]([CH3:21])[CH:6]=2)[CH2:2][CH2:3][CH2:4]1.